This data is from Reaction yield outcomes from USPTO patents with 853,638 reactions. The task is: Predict the reaction yield, written as a fraction of the theoretical maximum amount of product (1.0 means a 100% yield; for example, 0.34 means a 34% yield). (1) The reactants are [CH:1]1([CH2:7][CH:8]([N:12]2[C:17](=[O:18])[CH:16]=[C:15]([O:19][C:20]3[C:25]([F:26])=[CH:24][CH:23]=[CH:22][C:21]=3[F:27])[CH:14]=[N:13]2)[C:9]([OH:11])=O)[CH2:6][CH2:5][CH2:4][CH2:3][CH2:2]1.[NH2:28][C:29]1[CH:33]=[CH:32][N:31]([CH2:34][C:35]([CH3:38])([OH:37])[CH3:36])[N:30]=1. No catalyst specified. The product is [CH:1]1([CH2:7][CH:8]([N:12]2[C:17](=[O:18])[CH:16]=[C:15]([O:19][C:20]3[C:25]([F:26])=[CH:24][CH:23]=[CH:22][C:21]=3[F:27])[CH:14]=[N:13]2)[C:9]([NH:28][C:29]2[CH:33]=[CH:32][N:31]([CH2:34][C:35]([OH:37])([CH3:36])[CH3:38])[N:30]=2)=[O:11])[CH2:6][CH2:5][CH2:4][CH2:3][CH2:2]1. The yield is 0.980. (2) The reactants are [NH2:1][C:2]1[C:9]([O:10][CH3:11])=[C:8]([O:12][CH2:13][O:14][CH3:15])[CH:7]=[CH:6][C:3]=1[C:4]#[N:5].P12(SP3(SP(SP(S3)(S1)=S)(=S)S2)=S)=S.O.[CH2:31](N)[CH2:32][NH2:33]. No catalyst specified. The product is [NH:5]1[CH2:31][CH2:32][N:33]=[C:4]1[C:3]1[C:2]([NH2:1])=[C:9]([O:10][CH3:11])[C:8]([O:12][CH2:13][O:14][CH3:15])=[CH:7][CH:6]=1. The yield is 0.511.